The task is: Predict the reactants needed to synthesize the given product.. This data is from Full USPTO retrosynthesis dataset with 1.9M reactions from patents (1976-2016). (1) Given the product [CH2:18]([C:9]1[S:8][C:7]([C:10]([OH:12])=[O:11])=[C:6]2[CH2:13][CH2:14][C:3]([CH2:1][CH3:2])([CH2:15][CH3:16])[CH2:4][C:5]=12)[CH3:19], predict the reactants needed to synthesize it. The reactants are: [CH2:1]([C:3]1([CH2:15][CH3:16])[CH2:14][CH2:13][C:6]2=[C:7]([C:10]([OH:12])=[O:11])[S:8][CH:9]=[C:5]2[CH2:4]1)[CH3:2].[Li][CH2:18][CH2:19]CC.C(I)C. (2) Given the product [F:36][C:34]1[CH:33]=[CH:32][C:31]([C:37]([F:39])([F:38])[F:40])=[C:30]([CH:35]=1)[C:29]([N:26]1[CH2:27][CH2:28][N:23]([C:21](=[O:22])[CH2:20][NH:19][CH2:16][C:14]2[CH:13]=[N:12][N:11]([C:5]3[CH:6]=[CH:7][CH:8]=[CH:9][CH:10]=3)[CH:15]=2)[CH2:24][CH2:25]1)=[O:41], predict the reactants needed to synthesize it. The reactants are: C([BH3-])#N.[Na+].[C:5]1([N:11]2[CH:15]=[C:14]([CH:16]=O)[CH:13]=[N:12]2)[CH:10]=[CH:9][CH:8]=[CH:7][CH:6]=1.Cl.[NH2:19][CH2:20][C:21]([N:23]1[CH2:28][CH2:27][N:26]([C:29](=[O:41])[C:30]2[CH:35]=[C:34]([F:36])[CH:33]=[CH:32][C:31]=2[C:37]([F:40])([F:39])[F:38])[CH2:25][CH2:24]1)=[O:22]. (3) Given the product [C:1]([C:3]1[CH:4]=[CH:5][C:6]([C:7]([NH:27][C:28]2[CH:33]=[CH:32][N:31]=[CH:30][CH:29]=2)=[O:9])=[CH:10][CH:11]=1)#[N:2], predict the reactants needed to synthesize it. The reactants are: [C:1]([C:3]1[CH:11]=[CH:10][C:6]([C:7]([OH:9])=O)=[CH:5][CH:4]=1)#[N:2].C(Cl)(=O)C(Cl)=O.CCN(C(C)C)C(C)C.[NH2:27][C:28]1[CH:33]=[CH:32][N:31]=[CH:30][CH:29]=1. (4) Given the product [F:25][C:23]1[CH:24]=[C:19]([CH:20]=[C:21]([F:26])[CH:22]=1)[CH2:18][C@H:2]([NH:1][S:28]([CH3:27])(=[O:30])=[O:29])[C@H:3]([OH:17])[CH2:4][NH:5][C@@H:6]1[C:15]2[C:10](=[CH:11][CH:12]=[C:13]([I:16])[CH:14]=2)[O:9][CH2:8][CH2:7]1, predict the reactants needed to synthesize it. The reactants are: [NH2:1][C@@H:2]([CH2:18][C:19]1[CH:24]=[C:23]([F:25])[CH:22]=[C:21]([F:26])[CH:20]=1)[C@H:3]([OH:17])[CH2:4][NH:5][C@@H:6]1[C:15]2[C:10](=[CH:11][CH:12]=[C:13]([I:16])[CH:14]=2)[O:9][CH2:8][CH2:7]1.[CH3:27][S:28](Cl)(=[O:30])=[O:29]. (5) Given the product [Cl:15][C:16]1[CH:17]=[C:18]2[C:23](=[CH:24][CH:25]=1)[C:22](=[O:26])[N:21]([C:27]1[CH:32]=[N:31][CH:30]=[C:29]([CH2:33][NH:35][C:36]3[CH:41]=[CH:40][CH:39]=[CH:38][CH:37]=3)[CH:28]=1)[CH2:20][CH2:19]2, predict the reactants needed to synthesize it. The reactants are: [BH-](OC(C)=O)(OC(C)=O)OC(C)=O.[Na+].[Cl:15][C:16]1[CH:17]=[C:18]2[C:23](=[CH:24][CH:25]=1)[C:22](=[O:26])[N:21]([C:27]1[CH:28]=[C:29]([CH:33]=O)[CH:30]=[N:31][CH:32]=1)[CH2:20][CH2:19]2.[NH2:35][C:36]1[CH:41]=[CH:40][CH:39]=[CH:38][CH:37]=1. (6) Given the product [CH3:39][O:38][C:26]1[C:27]([C:29]2[CH:34]=[CH:33][CH:32]=[C:31]([N+:35]([O-:37])=[O:36])[CH:30]=2)=[CH:28][C:15]2[C:14]3[C:19](=[C:20]4[C:6](=[O:5])[NH:8][CH2:9][CH2:10][CH2:11][N:12]4[N:13]=3)[CH:18]=[CH:17][C:16]=2[CH:25]=1, predict the reactants needed to synthesize it. The reactants are: C([O:5][C:6]([NH:8][CH2:9][CH2:10][CH2:11][N:12]1[C:20](C(OC)=O)=[C:19]2[C:14]([C:15]3[CH:28]=[C:27]([C:29]4[CH:34]=[CH:33][CH:32]=[C:31]([N+:35]([O-:37])=[O:36])[CH:30]=4)[C:26]([O:38][CH3:39])=[CH:25][C:16]=3[CH:17]=[CH:18]2)=[N:13]1)=O)(C)(C)C.Cl.